This data is from Full USPTO retrosynthesis dataset with 1.9M reactions from patents (1976-2016). The task is: Predict the reactants needed to synthesize the given product. (1) Given the product [C@@H:20]1([C:50]2[CH:55]=[CH:54][C:53]([Cl:56])=[C:52]([CH2:57][C:58]3[S:59][C:60]([C:63]4[N:64]=[CH:65][CH:66]=[CH:67][N:68]=4)=[CH:61][CH:62]=3)[CH:51]=2)[O:21][C@H:22]([CH2:41][OH:42])[C@@H:23]([OH:33])[C@H:24]([OH:25])[C@H:19]1[OH:18], predict the reactants needed to synthesize it. The reactants are: O1[C@H](CO)[C@@H](O)[C@H](O)C=C1.C([O:18][C@@H:19]1[C@@H:24]([O:25]CC2C=CC=CC=2)[C@H:23]([O:33]CC2C=CC=CC=2)[C@@H:22]([CH2:41][O:42]CC2C=CC=CC=2)[O:21][C@H:20]1[C:50]1[CH:55]=[CH:54][C:53]([Cl:56])=[C:52]([CH2:57][C:58]2[S:59][C:60]([C:63]3[N:68]=[CH:67][CH:66]=[CH:65][N:64]=3)=[CH:61][CH:62]=2)[CH:51]=1)C1C=CC=CC=1.C(=O)([O-])O.[Na+].S([O-])([O-])(=O)=S.[Na+].[Na+]. (2) Given the product [CH3:37][S:38]([O:41][CH2:42][CH2:43][CH2:44][N:45]1[C:53]2[CH:52]=[CH:51][N:50]=[C:49]([NH2:54])[C:48]=2[N:47]=[C:46]1[S:55][C:56]1[CH:57]=[C:58]([O:62][CH3:61])[CH:59]=[CH:63][C:64]=1[Br:65])(=[O:39])=[O:40], predict the reactants needed to synthesize it. The reactants are: NC1C2N=C(SC3C=C(OC)C=CC=3I)N(CCCO)C=2C=CN=1.CCN(CC)CC.CS(Cl)(=O)=O.[CH3:37][S:38]([O:41][CH2:42][CH2:43][CH2:44][N:45]1[C:53]2[CH:52]=[CH:51][N:50]=[C:49]([NH2:54])[C:48]=2[N:47]=[C:46]1[S:55][C:56]1[C:64]([Br:65])=[CH:63][C:59]2O[CH2:61][O:62][C:58]=2[CH:57]=1)(=[O:40])=[O:39]. (3) Given the product [C:13]1([CH2:12][N:11]2[CH2:10][CH2:9][N:8]([CH2:20][C:21]3[CH:22]=[CH:23][CH:24]=[CH:25][CH:26]=3)[CH2:7][CH:6]2[C:2]2([OH:1])[CH2:5][N:4]([C:30]([O:1][C:2]([CH3:6])([CH3:5])[CH3:3])=[O:31])[CH2:3]2)[CH:14]=[CH:15][CH:16]=[CH:17][CH:18]=1, predict the reactants needed to synthesize it. The reactants are: [OH:1][C:2]1([CH:6]2[N:11]([CH2:12][C:13]3[CH:18]=[CH:17][CH:16]=[CH:15][CH:14]=3)[C:10](=O)[CH2:9][N:8]([CH2:20][C:21]3[CH:26]=[CH:25][CH:24]=[CH:23][CH:22]=3)[C:7]2=O)[CH2:5][NH:4][CH2:3]1.[BH4-].[Na+].[CH3:30][OH:31].Cl. (4) The reactants are: Br[C:2]1[CH:3]=[C:4]([C:26]([F:29])([F:28])[F:27])[C:5]2[N:6]([C:8]([Cl:25])=[C:9]([C:11]([N:13]3[CH2:18][CH2:17][CH:16]([N:19]4[CH2:23][CH2:22][O:21][C:20]4=[O:24])[CH2:15][CH2:14]3)=[O:12])[N:10]=2)[CH:7]=1.[CH2:30]([Zn]CC)[CH3:31]. Given the product [Cl:25][C:8]1[N:6]2[CH:7]=[C:2]([CH2:30][CH3:31])[CH:3]=[C:4]([C:26]([F:29])([F:28])[F:27])[C:5]2=[N:10][C:9]=1[C:11]([N:13]1[CH2:18][CH2:17][CH:16]([N:19]2[CH2:23][CH2:22][O:21][C:20]2=[O:24])[CH2:15][CH2:14]1)=[O:12], predict the reactants needed to synthesize it.